This data is from Full USPTO retrosynthesis dataset with 1.9M reactions from patents (1976-2016). The task is: Predict the reactants needed to synthesize the given product. (1) Given the product [CH3:1][O:2][C:3]1[CH:8]=[CH:7][C:6]([CH2:9][S:10][C:20]2[CH:21]=[CH:22][C:17]([C:15](=[O:16])[CH2:14][CH3:13])=[CH:18][CH:19]=2)=[CH:5][CH:4]=1, predict the reactants needed to synthesize it. The reactants are: [CH3:1][O:2][C:3]1[CH:8]=[CH:7][C:6]([CH2:9][SH:10])=[CH:5][CH:4]=1.[H-].[Na+].[CH3:13][CH2:14][C:15]([C:17]1[CH:22]=[CH:21][C:20](F)=[CH:19][CH:18]=1)=[O:16].[OH-].[Na+]. (2) Given the product [F:22][C:19]1[CH:20]=[CH:21][C:16]([CH2:15][CH2:14][N:8]2[CH2:9][CH2:10][C@@H:11]([CH3:12])[C@H:6]([CH2:4][OH:3])[CH2:7]2)=[CH:17][CH:18]=1, predict the reactants needed to synthesize it. The reactants are: C([O:3][C:4]([CH:6]1[CH:11]([CH3:12])[CH2:10][C:9](=O)[N:8]([CH2:14][CH2:15][C:16]2[CH:21]=[CH:20][C:19]([F:22])=[CH:18][CH:17]=2)[C:7]1=O)=O)C.[H-].[Al+3].[Li+].[H-].[H-].[H-]. (3) Given the product [CH3:28][O:29][C:30](=[O:46])[C:31]1[CH:32]=[C:33]([C:34]2[O:39][CH:38]=[CH:37][N:36]=2)[CH:40]=[C:41]([N+:43]([O-:45])=[O:44])[CH:42]=1, predict the reactants needed to synthesize it. The reactants are: ClC(Cl)(Cl)C(Cl)(Cl)Cl.C1(P(C2C=CC=CC=2)C2C=CC=CC=2)C=CC=CC=1.[CH3:28][O:29][C:30](=[O:46])[C:31]1[CH:42]=[C:41]([N+:43]([O-:45])=[O:44])[CH:40]=[C:33]([C:34]([NH:36][CH2:37][CH:38]=[O:39])=O)[CH:32]=1.N1C=CC=CC=1. (4) Given the product [CH2:19]([O:21][C:22]([C:24]1[CH:25]=[N:26][N:27]([CH3:32])[C:28]=1[C:29](=[O:30])[NH:17][C:14]1[CH:15]=[CH:16][N:11]2[N:10]=[C:9]([C:4]3[CH:5]=[CH:6][CH:7]=[CH:8][C:3]=3[O:2][CH3:1])[N:18]=[C:12]2[CH:13]=1)=[O:23])[CH3:20], predict the reactants needed to synthesize it. The reactants are: [CH3:1][O:2][C:3]1[CH:8]=[CH:7][CH:6]=[CH:5][C:4]=1[C:9]1[N:18]=[C:12]2[CH:13]=[C:14]([NH2:17])[CH:15]=[CH:16][N:11]2[N:10]=1.[CH2:19]([O:21][C:22]([C:24]1[CH:25]=[N:26][N:27]([CH3:32])[C:28]=1[C:29](O)=[O:30])=[O:23])[CH3:20]. (5) Given the product [N:29]1([CH2:36][CH2:37][C:38]2[S:42][C:41]([CH2:43][N:3]([CH2:1][CH3:2])[C:4]3[CH:9]=[C:8]([O:10][CH3:11])[CH:7]=[CH:6][C:5]=3[CH:12]3[CH2:21][CH2:20][C:19]4[CH:18]=[C:17]([OH:22])[CH:16]=[CH:15][C:14]=4[CH2:13]3)=[CH:40][CH:39]=2)[CH2:30][CH2:31][CH2:32][CH2:33][CH2:34][CH2:35]1, predict the reactants needed to synthesize it. The reactants are: [CH2:1]([NH:3][C:4]1[CH:9]=[C:8]([O:10][CH3:11])[CH:7]=[CH:6][C:5]=1[CH:12]1[CH2:21][CH2:20][C:19]2[CH:18]=[C:17]([O:22]C(=O)C(C)(C)C)[CH:16]=[CH:15][C:14]=2[CH2:13]1)[CH3:2].[N:29]1([CH2:36][CH2:37][C:38]2[S:42][C:41]([C:43]([O-])=O)=[CH:40][CH:39]=2)[CH2:35][CH2:34][CH2:33][CH2:32][CH2:31][CH2:30]1.[Li+]. (6) Given the product [F:1][C:2]1[C:3]([O:20][CH3:21])=[CH:4][C:5]([CH2:15][CH2:16][CH:17]([CH3:18])[CH3:19])=[C:6]([CH2:8][CH2:9][C:10]([O:12][CH2:13][CH3:14])=[O:11])[CH:7]=1, predict the reactants needed to synthesize it. The reactants are: [F:1][C:2]1[C:3]([O:20][CH3:21])=[CH:4][C:5]([CH2:15][CH2:16][CH:17]([CH3:19])[CH3:18])=[C:6](/[CH:8]=[CH:9]/[C:10]([O:12][CH2:13][CH3:14])=[O:11])[CH:7]=1.[H][H]. (7) Given the product [C:31]([N:22]1[CH2:23][CH2:24][N:19]2[N:18]=[C:17]([C:25]3[CH:30]=[CH:29][CH:28]=[CH:27][CH:26]=3)[C:16]([C:11]3[CH:12]=[CH:13][C:14](=[O:15])[N:9]([C:4]4[CH:5]=[CH:6][CH:7]=[CH:8][C:3]=4[CH3:2])[N:10]=3)=[C:20]2[CH2:21]1)(=[O:33])[CH3:32], predict the reactants needed to synthesize it. The reactants are: Cl.[CH3:2][C:3]1[CH:8]=[CH:7][CH:6]=[CH:5][C:4]=1[N:9]1[C:14](=[O:15])[CH:13]=[CH:12][C:11]([C:16]2[C:17]([C:25]3[CH:30]=[CH:29][CH:28]=[CH:27][CH:26]=3)=[N:18][N:19]3[CH2:24][CH2:23][NH:22][CH2:21][C:20]=23)=[N:10]1.[C:31](OC(=O)C)(=[O:33])[CH3:32].C(N(C(C)C)C(C)C)C.